Predict the reactants needed to synthesize the given product. From a dataset of Full USPTO retrosynthesis dataset with 1.9M reactions from patents (1976-2016). (1) The reactants are: S(Cl)([Cl:4])(=O)=O.[O:6]=[C:7]([CH3:14])[CH2:8][C:9]([O:11][CH2:12][CH3:13])=[O:10]. Given the product [Cl:4][CH:8]([C:7](=[O:6])[CH3:14])[C:9]([O:11][CH2:12][CH3:13])=[O:10], predict the reactants needed to synthesize it. (2) Given the product [ClH:41].[OH:15][C:13]1[CH:12]=[CH:11][C:10]2[N:25]=[C:26]([CH2:27][O:28][C:29]3[CH:30]=[C:31]([CH:36]=[CH:37][CH:38]=3)[C:32]([O:34][CH3:35])=[O:33])[N:8]([CH3:6])[C:9]=2[CH:14]=1, predict the reactants needed to synthesize it. The reactants are: C(O[C:6]([N:8](C)[C:9]1[CH:14]=[C:13]([O:15]CC2C=CC(OC)=CC=2)[CH:12]=[CH:11][C:10]=1[NH:25][C:26](=O)[CH2:27][O:28][C:29]1[CH:30]=[C:31]([CH:36]=[CH:37][CH:38]=1)[C:32]([O:34][CH3:35])=[O:33])=O)(C)(C)C.[ClH:41].O1CCOCC1. (3) Given the product [OH:11][CH2:1][CH2:2][CH2:3][CH2:4][CH2:5][CH2:6][CH2:7][CH2:8][CH2:9][O:10][C:13]1[CH:18]=[CH:17][N+:16]([O-:19])=[C:15]([CH3:20])[C:14]=1[CH3:21], predict the reactants needed to synthesize it. The reactants are: [CH2:1]([OH:11])[CH2:2][CH2:3][CH2:4][CH2:5][CH2:6][CH2:7][CH2:8][CH2:9][OH:10].Cl[C:13]1[CH:18]=[CH:17][N+:16]([O-:19])=[C:15]([CH3:20])[C:14]=1[CH3:21]. (4) Given the product [F:22][C:23]1[CH:24]=[C:25]([NH:30][C:31]2[C:39]3[C:34](=[CH:35][CH:36]=[C:37]([NH:40][C:19]([C:3]4[CH:4]([C:9]5[CH:14]=[CH:13][C:12]([C:15]([F:17])([F:18])[F:16])=[CH:11][CH:10]=5)[NH:5][C:6](=[O:8])[NH:7][C:2]=4[CH3:1])=[O:21])[CH:38]=3)[NH:33][N:32]=2)[CH:26]=[C:27]([F:29])[CH:28]=1, predict the reactants needed to synthesize it. The reactants are: [CH3:1][C:2]1[NH:7][C:6](=[O:8])[NH:5][CH:4]([C:9]2[CH:14]=[CH:13][C:12]([C:15]([F:18])([F:17])[F:16])=[CH:11][CH:10]=2)[C:3]=1[C:19]([OH:21])=O.[F:22][C:23]1[CH:24]=[C:25]([NH:30][C:31]2[C:39]3[C:34](=[CH:35][CH:36]=[C:37]([NH2:40])[CH:38]=3)[NH:33][N:32]=2)[CH:26]=[C:27]([F:29])[CH:28]=1.C1CN([P+](Br)(N2CCCC2)N2CCCC2)CC1.F[P-](F)(F)(F)(F)F.C(N(C(C)C)CC)(C)C. (5) Given the product [Br:12][C:3]1[C:2]([CH3:1])=[CH:11][CH:10]=[C:9]2[C:4]=1[CH:5]=[N:6][N:7]=[CH:8]2.[CH3:1][C:2]1[CH:3]=[C:4]2[C:9](=[CH:10][CH:11]=1)[CH:8]=[N:7][N:6]=[CH:5]2, predict the reactants needed to synthesize it. The reactants are: [CH3:1][C:2]1[CH:3]=[C:4]2[C:9](=[CH:10][CH:11]=1)[CH:8]=[N:7][N:6]=[CH:5]2.[Br:12]Br.[O-]S([O-])(=O)=O.[Na+].[Na+]. (6) The reactants are: C[O:2][C:3](=[O:27])[C:4]1[CH:9]=[CH:8][CH:7]=[C:6]([CH2:10][O:11][C:12]2[CH:17]=[CH:16][C:15]([C:18]3[CH:23]=[C:22]([F:24])[C:21]([F:25])=[CH:20][C:19]=3[F:26])=[CH:14][CH:13]=2)[CH:5]=1.C1COCC1.O.[OH-].[Li+].Cl. Given the product [F:26][C:19]1[CH:20]=[C:21]([F:25])[C:22]([F:24])=[CH:23][C:18]=1[C:15]1[CH:16]=[CH:17][C:12]([O:11][CH2:10][C:6]2[CH:5]=[C:4]([CH:9]=[CH:8][CH:7]=2)[C:3]([OH:27])=[O:2])=[CH:13][CH:14]=1, predict the reactants needed to synthesize it. (7) The reactants are: [Cl:1][C:2]1[CH:3]=[C:4]([C@@H:8]2[C@@H:13]([C:14]3[CH:19]=[CH:18][C:17]([Cl:20])=[CH:16][CH:15]=3)[N:12]([C@@H:21]([CH2:26][CH3:27])[CH:22]=[CH:23][C:24]#[N:25])[C:11](=[O:28])[C@@H:10]([CH2:29][C:30]([O:32][C:33]([CH3:36])([CH3:35])[CH3:34])=[O:31])[CH2:9]2)[CH:5]=[CH:6][CH:7]=1.[H][H]. Given the product [Cl:1][C:2]1[CH:3]=[C:4]([C@@H:8]2[C@@H:13]([C:14]3[CH:19]=[CH:18][C:17]([Cl:20])=[CH:16][CH:15]=3)[N:12]([C@@H:21]([CH2:26][CH3:27])[CH2:22][CH2:23][C:24]#[N:25])[C:11](=[O:28])[C@@H:10]([CH2:29][C:30]([O:32][C:33]([CH3:34])([CH3:36])[CH3:35])=[O:31])[CH2:9]2)[CH:5]=[CH:6][CH:7]=1, predict the reactants needed to synthesize it.